This data is from Forward reaction prediction with 1.9M reactions from USPTO patents (1976-2016). The task is: Predict the product of the given reaction. Given the reactants [H-].[Na+].[N+:3]([C:6]1[CH:7]=[C:8]2[C:12](=[CH:13][CH:14]=1)[NH:11][N:10]=[CH:9]2)([O-:5])=[O:4].I[CH3:16], predict the reaction product. The product is: [CH3:16][N:11]1[C:12]2[C:8](=[CH:7][C:6]([N+:3]([O-:5])=[O:4])=[CH:14][CH:13]=2)[CH:9]=[N:10]1.